This data is from Merck oncology drug combination screen with 23,052 pairs across 39 cell lines. The task is: Regression. Given two drug SMILES strings and cell line genomic features, predict the synergy score measuring deviation from expected non-interaction effect. (1) Drug 1: O=C(NOCC(O)CO)c1ccc(F)c(F)c1Nc1ccc(I)cc1F. Drug 2: CCc1c2c(nc3ccc(O)cc13)-c1cc3c(c(=O)n1C2)COC(=O)C3(O)CC. Cell line: T47D. Synergy scores: synergy=11.7. (2) Synergy scores: synergy=10.3. Drug 2: CCC1(O)C(=O)OCc2c1cc1n(c2=O)Cc2cc3c(CN(C)C)c(O)ccc3nc2-1. Cell line: T47D. Drug 1: CC1(c2nc3c(C(N)=O)cccc3[nH]2)CCCN1. (3) Drug 1: Cn1nnc2c(C(N)=O)ncn2c1=O. Drug 2: CCc1c2c(nc3ccc(O)cc13)-c1cc3c(c(=O)n1C2)COC(=O)C3(O)CC. Cell line: MDAMB436. Synergy scores: synergy=-2.57.